This data is from Forward reaction prediction with 1.9M reactions from USPTO patents (1976-2016). The task is: Predict the product of the given reaction. (1) Given the reactants [Br:1][C:2]([CH3:7])([CH3:6])[C:3](Br)=[O:4].[CH2:8]([OH:11])[CH:9]=[CH2:10].C(N(CC)CC)C, predict the reaction product. The product is: [Br:1][C:2]([CH3:7])([CH3:6])[C:3]([O:11][CH2:8][CH:9]=[CH2:10])=[O:4]. (2) Given the reactants [C:1]([O:5][C:6]([N:8]1[CH2:12][C@@H:11]([NH:13][CH2:14][C:15]2[CH:20]=[CH:19][C:18]([C:21]#[N:22])=[CH:17][CH:16]=2)[CH2:10][C@H:9]1[C:23]([N:25]1[CH2:29][CH2:28][S:27][CH2:26]1)=[O:24])=[O:7])([CH3:4])([CH3:3])[CH3:2].Cl.Cl.[C:32](C1C=CC(CN[C@@H]2CN[C@H](C(N3CCSC3)=O)C2)=CC=1)#N.C=O.C([BH3-])#N.[Na+], predict the reaction product. The product is: [C:1]([O:5][C:6]([N:8]1[CH2:12][C@@H:11]([N:13]([CH2:14][C:15]2[CH:20]=[CH:19][C:18]([C:21]#[N:22])=[CH:17][CH:16]=2)[CH3:32])[CH2:10][C@H:9]1[C:23]([N:25]1[CH2:29][CH2:28][S:27][CH2:26]1)=[O:24])=[O:7])([CH3:4])([CH3:2])[CH3:3]. (3) The product is: [CH2:1]([O:3][C:4]([C:6]1[CH:7]=[N:8][N:9]2[C:14]([NH2:15])=[C:13]([C:16]3[CH:17]=[CH:18][C:19]([NH:22][S:31]([C:25]4[CH:26]=[CH:27][CH:28]=[C:29]([Cl:30])[C:24]=4[Cl:23])(=[O:33])=[O:32])=[CH:20][CH:21]=3)[CH:12]=[N:11][C:10]=12)=[O:5])[CH3:2]. Given the reactants [CH2:1]([O:3][C:4]([C:6]1[CH:7]=[N:8][N:9]2[C:14]([NH2:15])=[C:13]([C:16]3[CH:21]=[CH:20][C:19]([NH2:22])=[CH:18][CH:17]=3)[CH:12]=[N:11][C:10]=12)=[O:5])[CH3:2].[Cl:23][C:24]1[C:29]([Cl:30])=[CH:28][CH:27]=[CH:26][C:25]=1[S:31](Cl)(=[O:33])=[O:32].O, predict the reaction product. (4) Given the reactants [C:1]([O:5][C:6](=[O:23])[NH:7][C@H:8]1[CH2:13][C@@H:12]([C:14]2[CH:19]=[CH:18][CH:17]=[C:16]([F:20])[C:15]=2[F:21])[CH2:11][NH:10][C:9]1=S)([CH3:4])([CH3:3])[CH3:2].[NH2:24][CH2:25][CH:26]([OH:32])[CH2:27][C:28]([F:31])([F:30])[F:29].C(N(CC)CC)C, predict the reaction product. The product is: [F:21][C:15]1[C:16]([F:20])=[CH:17][CH:18]=[CH:19][C:14]=1[C@H:12]1[CH2:11][NH:10][C:9](=[N:24][CH2:25][CH:26]([OH:32])[CH2:27][C:28]([F:31])([F:30])[F:29])[C@@H:8]([NH:7][C:6](=[O:23])[O:5][C:1]([CH3:4])([CH3:3])[CH3:2])[CH2:13]1. (5) Given the reactants [CH:1]1([S:4]([NH:7][C:8]([C:10]2([NH:15][C:16]([CH:18]3[CH2:22][CH:21]([O:23][C:24]4[CH:29]=[CH:28][N:27]=[C:26](Cl)[N:25]=4)[CH2:20][CH:19]3[C:31]([N:33]([CH2:35][CH2:36][CH2:37][CH2:38][CH:39]=C)[CH3:34])=[O:32])=[O:17])[CH2:12][CH:11]2[CH:13]=C)=[O:9])(=[O:6])=[O:5])[CH2:3][CH2:2]1.[CH:41]([NH2:44])([CH3:43])[CH3:42], predict the reaction product. The product is: [CH:41]([NH:44][C:26]1[N:25]=[C:24]([O:23][CH:21]2[CH2:22][CH:18]3[CH:19]([C:31](=[O:32])[N:33]([CH3:34])[CH2:35][CH2:36][CH2:37][CH2:38][CH:39]=[CH:13][CH:11]4[C:10]([C:8]([NH:7][S:4]([CH:1]5[CH2:3][CH2:2]5)(=[O:6])=[O:5])=[O:9])([NH:15][C:16]3=[O:17])[CH2:12]4)[CH2:20]2)[CH:29]=[CH:28][N:27]=1)([CH3:43])[CH3:42]. (6) The product is: [CH3:6][O:5][C:3](=[O:4])[CH2:2][S:7][CH2:8][CH2:9][CH3:10]. Given the reactants Br[CH2:2][C:3]([O:5][CH3:6])=[O:4].[S-:7][CH2:8][CH2:9][CH3:10].[Na+], predict the reaction product. (7) Given the reactants [N:1]1[CH:6]=[CH:5][CH:4]=[CH:3][C:2]=1/[CH:7]=[N:8]/[OH:9].[Cl:10]N1C(=O)CCC1=O.O, predict the reaction product. The product is: [OH:9][N:8]=[C:7]([Cl:10])[C:2]1[CH:3]=[CH:4][CH:5]=[CH:6][N:1]=1. (8) Given the reactants [F:1][C:2]1[C:7]([OH:8])=[C:6]([F:9])[C:5]([F:10])=[C:4]([F:11])[C:3]=1[F:12].[O:13]=[C:14]1[NH:18][CH2:17][CH:16]([C:19](O)=[O:20])[CH2:15]1, predict the reaction product. The product is: [F:1][C:2]1[C:7]([O:8][C:19]([CH:16]2[CH2:15][C:14](=[O:13])[NH:18][CH2:17]2)=[O:20])=[C:6]([F:9])[C:5]([F:10])=[C:4]([F:11])[C:3]=1[F:12]. (9) The product is: [F:1][C:2]1[CH:3]=[CH:4][C:5]([C:8]2[C:18]([C:19]3[CH:24]=[CH:23][N:22]=[CH:21][N:20]=3)=[C:11]3[CH:12]=[CH:13][CH:14]=[C:15]([S:16]([CH3:17])=[O:33])[N:10]3[N:9]=2)=[CH:6][CH:7]=1. Given the reactants [F:1][C:2]1[CH:7]=[CH:6][C:5]([C:8]2[C:18]([C:19]3[CH:24]=[CH:23][N:22]=[CH:21][N:20]=3)=[C:11]3[CH:12]=[CH:13][CH:14]=[C:15]([S:16][CH3:17])[N:10]3[N:9]=2)=[CH:4][CH:3]=1.ClC1C=CC=C(C(OO)=[O:33])C=1.CCCCCC.C(OCC)(=O)C, predict the reaction product. (10) Given the reactants [CH3:1][C:2]1([N:10]2[CH2:18][C:17]3[C:12](=[CH:13][CH:14]=[C:15]([C:19]#[N:20])[CH:16]=3)[C:11]2=[O:21])[CH2:7][CH2:6][C:5](=[O:8])[NH:4][C:3]1=[O:9].[ClH:22], predict the reaction product. The product is: [ClH:22].[NH2:20][CH2:19][C:15]1[CH:16]=[C:17]2[C:12](=[CH:13][CH:14]=1)[C:11](=[O:21])[N:10]([C:2]1([CH3:1])[CH2:7][CH2:6][C:5](=[O:8])[NH:4][C:3]1=[O:9])[CH2:18]2.